Dataset: Reaction yield outcomes from USPTO patents with 853,638 reactions. Task: Predict the reaction yield, written as a fraction of the theoretical maximum amount of product (1.0 means a 100% yield; for example, 0.34 means a 34% yield). (1) The reactants are N1C=CC=CC=1.[CH3:7][O:8][C:9]1[CH:14]=[CH:13][C:12]([CH2:15][CH2:16][CH2:17][CH2:18][OH:19])=[CH:11][CH:10]=1.[C:20]1([CH3:30])[CH:25]=[CH:24][C:23]([S:26](Cl)(=[O:28])=[O:27])=[CH:22][CH:21]=1. The catalyst is C(Cl)(Cl)Cl. The product is [CH3:7][O:8][C:9]1[CH:14]=[CH:13][C:12]([CH2:15][CH2:16][CH2:17][CH2:18][O:19][S:26]([C:23]2[CH:24]=[CH:25][C:20]([CH3:30])=[CH:21][CH:22]=2)(=[O:28])=[O:27])=[CH:11][CH:10]=1. The yield is 0.660. (2) The reactants are [CH3:1][O:2][C:3](=[O:27])[NH:4][CH:5]([C:9]([N:11]1[CH2:15][CH2:14][CH2:13][CH:12]1[CH2:16][NH:17][C:18](=[O:26])[C:19]1[CH:24]=[CH:23][C:22](Br)=[CH:21][CH:20]=1)=[O:10])[CH:6]([CH3:8])[CH3:7].[CH3:28][O:29][C:30](=[O:63])[NH:31][CH:32]([C:36]([N:38]1[CH2:42][CH2:41][CH2:40][CH:39]1[C:43]1[NH:44][C:45]([C:48]2[CH:53]=[CH:52][C:51](B3OC(C)(C)C(C)(C)O3)=[CH:50][CH:49]=2)=[CH:46][N:47]=1)=[O:37])[CH:33]([CH3:35])[CH3:34].[O-]P([O-])([O-])=O.[K+].[K+].[K+].N#N. The catalyst is COCCOC.C1C=CC([P]([Pd]([P](C2C=CC=CC=2)(C2C=CC=CC=2)C2C=CC=CC=2)([P](C2C=CC=CC=2)(C2C=CC=CC=2)C2C=CC=CC=2)[P](C2C=CC=CC=2)(C2C=CC=CC=2)C2C=CC=CC=2)(C2C=CC=CC=2)C2C=CC=CC=2)=CC=1. The product is [CH3:1][O:2][C:3](=[O:27])[NH:4][CH:5]([C:9]([N:11]1[CH2:15][CH2:14][CH2:13][CH:12]1[CH2:16][NH:17][C:18]([C:19]1[CH:24]=[CH:23][C:22]([C:51]2[CH:52]=[CH:53][C:48]([C:45]3[NH:44][C:43]([CH:39]4[CH2:40][CH2:41][CH2:42][N:38]4[C:36](=[O:37])[CH:32]([NH:31][C:30]([O:29][CH3:28])=[O:63])[CH:33]([CH3:35])[CH3:34])=[N:47][CH:46]=3)=[CH:49][CH:50]=2)=[CH:21][CH:20]=1)=[O:26])=[O:10])[CH:6]([CH3:8])[CH3:7]. The yield is 0.150.